Predict the product of the given reaction. From a dataset of Forward reaction prediction with 1.9M reactions from USPTO patents (1976-2016). (1) Given the reactants F[C:2]1[CH:7]=[C:6]([F:8])[CH:5]=[CH:4][C:3]=1[N+:9]([O-:11])=[O:10].[NH2:12][C:13]1[S:14][CH:15]=[CH:16][C:17]=1[C:18]#[N:19].O.[OH-].[Li+], predict the reaction product. The product is: [F:8][C:6]1[CH:5]=[CH:4][C:3]([N+:9]([O-:11])=[O:10])=[C:2]([NH:12][C:13]2[S:14][CH:15]=[CH:16][C:17]=2[C:18]#[N:19])[CH:7]=1. (2) Given the reactants S(=O)(O)[O-].[Na+].[Cl:6][C:7]1[CH:14]=[CH:13][CH:12]=[CH:11][C:8]=1[CH:9]=O.[S:15]1[CH:19]=[CH:18][CH:17]=[C:16]1[CH2:20][CH2:21][NH2:22].[C-:23]#[N:24].[Na+], predict the reaction product. The product is: [S:15]1[CH:19]=[CH:18][CH:17]=[C:16]1[CH2:20][CH2:21][NH:22][CH:9]([C:8]1[CH:11]=[CH:12][CH:13]=[CH:14][C:7]=1[Cl:6])[C:23]#[N:24]. (3) Given the reactants C(O)(=O)C.N1C=CC=CC=1.[F:11][C:12]1[CH:19]=[CH:18][C:17]([F:20])=[CH:16][C:13]=1[CH:14]=O.[OH:21][C:22]1[C:31]2[C:26](=[CH:27][CH:28]=[CH:29][CH:30]=2)[O:25][C:24](=[O:32])[CH:23]=1.[Cl:33][C:34]1[CH:39]=[CH:38][C:37]([SH:40])=[CH:36][CH:35]=1, predict the reaction product. The product is: [Cl:33][C:34]1[CH:39]=[CH:38][C:37]([S:40][CH:14]([C:13]2[CH:16]=[C:17]([F:20])[CH:18]=[CH:19][C:12]=2[F:11])[C:23]2[C:24](=[O:32])[O:25][C:26]3[C:31]([C:22]=2[OH:21])=[CH:30][CH:29]=[CH:28][CH:27]=3)=[CH:36][CH:35]=1.